The task is: Predict the product of the given reaction.. This data is from Forward reaction prediction with 1.9M reactions from USPTO patents (1976-2016). Given the reactants [Br:1][C:2]1[CH:3]=[CH:4][C:5](=[O:8])[NH:6][CH:7]=1.FC(F)(F)S(O[CH2:15][C:16]([F:19])([F:18])[F:17])(=O)=O, predict the reaction product. The product is: [Br:1][C:2]1[CH:3]=[CH:4][C:5](=[O:8])[N:6]([CH2:15][C:16]([F:19])([F:18])[F:17])[CH:7]=1.